Dataset: Forward reaction prediction with 1.9M reactions from USPTO patents (1976-2016). Task: Predict the product of the given reaction. (1) Given the reactants [NH2:1][C:2]1[CH:7]=[CH:6][CH:5]=[C:4]([CH2:8][CH3:9])[N:3]=1.C(C1C=CN=C(N2[CH2:23][CH2:22][N:21]([C:24]3[CH:29]=[CH:28][C:27]([NH2:30])=[CH:26][CH:25]=3)[CH2:20][CH2:19]2)C=1)C, predict the reaction product. The product is: [CH2:8]([C:4]1[N:3]=[C:2]([N:1]2[CH2:19][CH2:20][N:21]([C:24]3[CH:25]=[CH:26][C:27]([NH2:30])=[CH:28][CH:29]=3)[CH2:22][CH2:23]2)[CH:7]=[CH:6][CH:5]=1)[CH3:9]. (2) Given the reactants [H-].[Na+].[O:3]1[CH2:8][CH2:7][N:6]([C:9]2[CH:10]=[C:11]([N:21]([CH2:37][C:38]3[CH:43]=[CH:42][C:41]([O:44][CH3:45])=[CH:40][CH:39]=3)[C:22]3[N:27]=[C:26]([NH:28][C:29]4[CH:34]=[CH:33][CH:32]=[C:31]([O:35][CH3:36])[CH:30]=4)[CH:25]=[CH:24][N:23]=3)[CH:12]=[C:13]([N:15]3[CH2:20][CH2:19][O:18][CH2:17][CH2:16]3)[CH:14]=2)[CH2:5][CH2:4]1.Cl[CH:47]([CH3:49])[CH3:48], predict the reaction product. The product is: [O:18]1[CH2:17][CH2:16][N:15]([C:13]2[CH:12]=[C:11]([N:21]([CH2:37][C:38]3[CH:39]=[CH:40][C:41]([O:44][CH3:45])=[CH:42][CH:43]=3)[C:22]3[N:27]=[C:26]([N:28]([CH:47]([CH3:49])[CH3:48])[C:29]4[CH:34]=[CH:33][CH:32]=[C:31]([O:35][CH3:36])[CH:30]=4)[CH:25]=[CH:24][N:23]=3)[CH:10]=[C:9]([N:6]3[CH2:5][CH2:4][O:3][CH2:8][CH2:7]3)[CH:14]=2)[CH2:20][CH2:19]1. (3) Given the reactants C(N[CH:5]([CH3:7])[CH3:6])(C)C.[CH2:8]([Li])[CH2:9][CH2:10]C.[C:13]1([S:19]([N:22]2[C:26]3[N:27]=[CH:28][N:29]=[C:30]([Cl:31])[C:25]=3[CH:24]=[CH:23]2)(=[O:21])=[O:20])[CH:18]=[CH:17][CH:16]=[CH:15][CH:14]=1, predict the reaction product. The product is: [C:13]1([S:19]([N:22]2[C:26]3[N:27]=[CH:28][N:29]=[C:30]([Cl:31])[C:25]=3[CH:24]=[C:23]2[C:6]2[CH:5]=[CH:7][CH:10]=[CH:9][CH:8]=2)(=[O:21])=[O:20])[CH:14]=[CH:15][CH:16]=[CH:17][CH:18]=1. (4) Given the reactants [Cl:1][C:2]1[CH:7]=[CH:6][C:5]([C:8]2[CH:13]=[CH:12][C:11]([NH:14][C:15](=[O:33])/[CH:16]=[CH:17]/[C:18]3[CH:23]=[CH:22][C:21]([CH2:24][N:25]([CH3:32])[CH:26]4[CH2:31][CH2:30][O:29][CH2:28][CH2:27]4)=[CH:20][CH:19]=3)=[CH:10][CH:9]=2)=[CH:4][CH:3]=1, predict the reaction product. The product is: [Cl:1][C:2]1[CH:7]=[CH:6][C:5]([C:8]2[CH:13]=[CH:12][C:11]([NH:14][C:15](=[O:33])[CH2:16][CH2:17][C:18]3[CH:23]=[CH:22][C:21]([CH2:24][N:25]([CH3:32])[CH:26]4[CH2:27][CH2:28][O:29][CH2:30][CH2:31]4)=[CH:20][CH:19]=3)=[CH:10][CH:9]=2)=[CH:4][CH:3]=1. (5) Given the reactants [CH2:1]([C:3]1[CH:8]=[CH:7][CH:6]=[C:5]([CH2:9][CH3:10])[C:4]=1[CH2:11]O)[CH3:2].O=S(Cl)[Cl:15], predict the reaction product. The product is: [Cl:15][CH2:11][C:4]1[C:3]([CH2:1][CH3:2])=[CH:8][CH:7]=[CH:6][C:5]=1[CH2:9][CH3:10]. (6) Given the reactants [CH3:1][O:2][C:3](=[O:13])[C@@H:4]([NH2:12])[CH2:5][CH:6]1[CH2:11][CH2:10][CH2:9][CH2:8][CH2:7]1.C(N(CC)C(C)C)(C)C.C([O:25][C:26](=O)/[CH:27]=[C:28](/[O:31][C:32]1[CH:33]=[N:34][C:35]([CH3:38])=[CH:36][CH:37]=1)\[CH2:29]Br)C, predict the reaction product. The product is: [CH3:1][O:2][C:3](=[O:13])[C@@H:4]([N:12]1[CH2:29][C:28]([O:31][C:32]2[CH:33]=[N:34][C:35]([CH3:38])=[CH:36][CH:37]=2)=[CH:27][C:26]1=[O:25])[CH2:5][CH:6]1[CH2:11][CH2:10][CH2:9][CH2:8][CH2:7]1. (7) Given the reactants [Cl:1][C:2]1[CH:7]2[CH2:8][CH:4]([CH2:5][CH2:6]2)[C:3]=1[CH:9]=O.C1(P(C2C=CC=CC=2)(C2C=CC=CC=2)=[CH:18][C:19]([O:21][CH2:22][CH3:23])=[O:20])C=CC=CC=1, predict the reaction product. The product is: [Cl:1][C:2]1[CH:7]2[CH2:8][CH:4]([CH2:5][CH2:6]2)[C:3]=1/[CH:9]=[CH:18]/[C:19]([O:21][CH2:22][CH3:23])=[O:20]. (8) Given the reactants [CH3:1][N:2]([CH2:11][C:12]([O:14][C:15]([CH3:18])([CH3:17])[CH3:16])=[O:13])[C:3]1[N:8]=[CH:7][CH:6]=[C:5]([C:9]#[N:10])[N:4]=1.[C:19](OC)(=[O:27])[C:20]1[C:21](=[CH:23][CH:24]=[CH:25][CH:26]=1)[SH:22].C(N(CC)CC)C, predict the reaction product. The product is: [CH3:1][N:2]([CH2:11][C:12]([O:14][C:15]([CH3:18])([CH3:17])[CH3:16])=[O:13])[C:3]1[N:8]=[CH:7][CH:6]=[C:5]([C:9]2[S:22][C:21]3[CH:23]=[CH:24][CH:25]=[CH:26][C:20]=3[C:19](=[O:27])[N:10]=2)[N:4]=1.